Predict the reaction yield, written as a fraction of the theoretical maximum amount of product (1.0 means a 100% yield; for example, 0.34 means a 34% yield). From a dataset of Reaction yield outcomes from USPTO patents with 853,638 reactions. (1) The reactants are Cl.O.FC(F)(F)C(O)=O.[CH3:10][C:11]1[CH:16]=[C:15]([C:17]2[N:21](C3CCCCO3)[CH:20]=[N:19][N:18]=2)[CH:14]=[CH:13][C:12]=1[C:28]1[N:33]=[C:32]2[NH:34][C:35]3([CH2:40][CH2:39]3)[C:36](=[O:38])[NH:37][C:31]2=[N:30][CH:29]=1. The catalyst is C(O)C. The product is [CH3:10][C:11]1[CH:16]=[C:15]([C:17]2[NH:21][CH:20]=[N:19][N:18]=2)[CH:14]=[CH:13][C:12]=1[C:28]1[N:33]=[C:32]2[NH:34][C:35]3([CH2:39][CH2:40]3)[C:36](=[O:38])[NH:37][C:31]2=[N:30][CH:29]=1. The yield is 0.390. (2) The reactants are [CH:1]([C:3]1[CH:4]=[CH:5][C:6]2[C:15]3[CH:14]=[C:13]4[CH2:16][CH2:17][CH2:18][C:19](=[O:20])[C:12]4=[CH:11][C:10]=3[O:9][CH2:8][C:7]=2[CH:21]=1)=[CH2:2].C1C(=O)N([Br:29])C(=O)C1.[OH2:30]. The catalyst is C1COCC1.CS(C)=O.CCOC(C)=O.O=[Mn]=O. The product is [Br:29][CH2:2][C:1]([C:3]1[CH:4]=[CH:5][C:6]2[C:15]3[CH:14]=[C:13]4[CH2:16][CH2:17][CH2:18][C:19](=[O:20])[C:12]4=[CH:11][C:10]=3[O:9][CH2:8][C:7]=2[CH:21]=1)=[O:30]. The yield is 0.560. (3) The reactants are Cl.[Cl:2][C:3]1[CH:8]=[CH:7][C:6]([NH:9][NH2:10])=[CH:5][CH:4]=1.F[C:12]1[CH:17]=[CH:16][C:15]([S:18]([CH3:21])(=[O:20])=[O:19])=[CH:14][C:13]=1[N+:22]([O-])=[O:23].O.O.O.C([O-])(=O)C.[Na+]. The catalyst is C(O)C. The product is [Cl:2][C:3]1[CH:8]=[CH:7][C:6]([N:9]2[N+:22]([O-:23])=[C:13]3[CH:14]=[C:15]([S:18]([CH3:21])(=[O:19])=[O:20])[CH:16]=[CH:17][C:12]3=[N:10]2)=[CH:5][CH:4]=1. The yield is 0.770. (4) The reactants are [Cl:1][C:2]1[CH:7]=[CH:6][C:5]([C:8]2[C:12]([CH2:13][O:14][C:15]3[CH:16]=[C:17]([C:21]([OH:23])=O)[N:18]([CH3:20])[N:19]=3)=[C:11]([CH2:24][OH:25])[O:10][N:9]=2)=[CH:4][CH:3]=1.C([O-])(=O)C([O-])=O.[CH2:32]1[C:35]2([CH2:38][NH2+:37][CH2:36]2)[CH2:34][O:33]1.[CH2:32]1[C:35]2([CH2:38][NH2+:37][CH2:36]2)[CH2:34][O:33]1. No catalyst specified. The product is [Cl:1][C:2]1[CH:7]=[CH:6][C:5]([C:8]2[C:12]([CH2:13][O:14][C:15]3[CH:16]=[C:17]([C:21]([N:37]4[CH2:38][C:35]5([CH2:32][O:33][CH2:34]5)[CH2:36]4)=[O:23])[N:18]([CH3:20])[N:19]=3)=[C:11]([CH2:24][OH:25])[O:10][N:9]=2)=[CH:4][CH:3]=1. The yield is 0.480.